This data is from Full USPTO retrosynthesis dataset with 1.9M reactions from patents (1976-2016). The task is: Predict the reactants needed to synthesize the given product. Given the product [F:1][C:2]1[CH:3]=[CH:4][C:5]([O:24][CH3:25])=[C:6](/[C:8](/[C:10]2[C:15]([F:16])=[C:14]([C:17]3[CH:18]=[N:19][CH:20]=[CH:21][C:22]=3[CH3:23])[CH:13]=[CH:12][N:11]=2)=[N:27]/[OH:28])[CH:7]=1, predict the reactants needed to synthesize it. The reactants are: [F:1][C:2]1[CH:3]=[CH:4][C:5]([O:24][CH3:25])=[C:6]([C:8]([C:10]2[C:15]([F:16])=[C:14]([C:17]3[CH:18]=[N:19][CH:20]=[CH:21][C:22]=3[CH3:23])[CH:13]=[CH:12][N:11]=2)=O)[CH:7]=1.Cl.[NH2:27][OH:28].